From a dataset of Full USPTO retrosynthesis dataset with 1.9M reactions from patents (1976-2016). Predict the reactants needed to synthesize the given product. Given the product [C:1]([NH:32][CH:33]1[CH2:38][CH2:37][CH2:36][N:35]([C:39]([O:41][C:42]([CH3:45])([CH3:44])[CH3:43])=[O:40])[CH2:34]1)(=[O:9])[C:2]1[CH:3]=[CH:4][CH:5]=[CH:6][CH:7]=1, predict the reactants needed to synthesize it. The reactants are: [C:1]([OH:9])(=O)[C:2]1[CH:7]=[CH:6][CH:5]=[CH:4][CH:3]=1.Cl.CN(C)CCCN=C=NCC.C1C=CC2N(O)N=NC=2C=1.[NH2:32][CH:33]1[CH2:38][CH2:37][CH2:36][N:35]([C:39]([O:41][C:42]([CH3:45])([CH3:44])[CH3:43])=[O:40])[CH2:34]1.